Dataset: NCI-60 drug combinations with 297,098 pairs across 59 cell lines. Task: Regression. Given two drug SMILES strings and cell line genomic features, predict the synergy score measuring deviation from expected non-interaction effect. (1) Drug 1: C1=NC2=C(N=C(N=C2N1C3C(C(C(O3)CO)O)F)Cl)N. Drug 2: CC1=C(C(=O)C2=C(C1=O)N3CC4C(C3(C2COC(=O)N)OC)N4)N. Cell line: 786-0. Synergy scores: CSS=27.4, Synergy_ZIP=-6.41, Synergy_Bliss=1.18, Synergy_Loewe=-0.650, Synergy_HSA=-0.972. (2) Drug 1: CC1OCC2C(O1)C(C(C(O2)OC3C4COC(=O)C4C(C5=CC6=C(C=C35)OCO6)C7=CC(=C(C(=C7)OC)O)OC)O)O. Drug 2: C1CN(CCN1C(=O)CCBr)C(=O)CCBr. Cell line: NCI-H322M. Synergy scores: CSS=-2.13, Synergy_ZIP=-0.127, Synergy_Bliss=0.679, Synergy_Loewe=-7.65, Synergy_HSA=-3.24. (3) Drug 1: CCCS(=O)(=O)NC1=C(C(=C(C=C1)F)C(=O)C2=CNC3=C2C=C(C=N3)C4=CC=C(C=C4)Cl)F. Drug 2: C1CNP(=O)(OC1)N(CCCl)CCCl. Cell line: OVCAR-8. Synergy scores: CSS=-1.92, Synergy_ZIP=1.61, Synergy_Bliss=-1.56, Synergy_Loewe=-3.55, Synergy_HSA=-3.85.